Dataset: NCI-60 drug combinations with 297,098 pairs across 59 cell lines. Task: Regression. Given two drug SMILES strings and cell line genomic features, predict the synergy score measuring deviation from expected non-interaction effect. (1) Drug 1: C1=CC(=CC=C1C#N)C(C2=CC=C(C=C2)C#N)N3C=NC=N3. Drug 2: CCC1(CC2CC(C3=C(CCN(C2)C1)C4=CC=CC=C4N3)(C5=C(C=C6C(=C5)C78CCN9C7C(C=CC9)(C(C(C8N6C)(C(=O)OC)O)OC(=O)C)CC)OC)C(=O)OC)O.OS(=O)(=O)O. Cell line: NCI-H522. Synergy scores: CSS=-0.568, Synergy_ZIP=0.204, Synergy_Bliss=-0.913, Synergy_Loewe=-12.2, Synergy_HSA=-4.93. (2) Drug 1: CC12CCC(CC1=CCC3C2CCC4(C3CC=C4C5=CN=CC=C5)C)O. Drug 2: CCCCCOC(=O)NC1=NC(=O)N(C=C1F)C2C(C(C(O2)C)O)O. Cell line: MCF7. Synergy scores: CSS=4.59, Synergy_ZIP=0.0397, Synergy_Bliss=5.36, Synergy_Loewe=-7.22, Synergy_HSA=-1.76. (3) Drug 1: C1CN1P(=S)(N2CC2)N3CC3. Drug 2: CC1=C2C(C(=O)C3(C(CC4C(C3C(C(C2(C)C)(CC1OC(=O)C(C(C5=CC=CC=C5)NC(=O)C6=CC=CC=C6)O)O)OC(=O)C7=CC=CC=C7)(CO4)OC(=O)C)O)C)OC(=O)C. Cell line: MOLT-4. Synergy scores: CSS=61.3, Synergy_ZIP=2.18, Synergy_Bliss=3.85, Synergy_Loewe=-14.0, Synergy_HSA=2.79. (4) Drug 1: C1C(C(OC1N2C=C(C(=O)NC2=O)F)CO)O. Drug 2: C(CC(=O)O)C(=O)CN.Cl. Cell line: SF-268. Synergy scores: CSS=25.3, Synergy_ZIP=-3.05, Synergy_Bliss=-2.70, Synergy_Loewe=-19.8, Synergy_HSA=-0.617.